Dataset: Reaction yield outcomes from USPTO patents with 853,638 reactions. Task: Predict the reaction yield, written as a fraction of the theoretical maximum amount of product (1.0 means a 100% yield; for example, 0.34 means a 34% yield). (1) The reactants are [F:1][CH:2]([F:26])[O:3][C:4]1[CH:5]=[C:6]([C:10]2[CH:11]=[C:12]([CH2:18][N:19]3[CH:23]=[N:22][C:21]([CH2:24]O)=[N:20]3)[CH:13]=[N:14][C:15]=2[O:16][CH3:17])[CH:7]=[CH:8][CH:9]=1.COCCN(S(F)(F)[F:37])CCOC. The catalyst is C(Cl)Cl. The product is [F:1][CH:2]([F:26])[O:3][C:4]1[CH:5]=[C:6]([C:10]2[C:15]([O:16][CH3:17])=[N:14][CH:13]=[C:12]([CH2:18][N:19]3[CH:23]=[N:22][C:21]([CH2:24][F:37])=[N:20]3)[CH:11]=2)[CH:7]=[CH:8][CH:9]=1. The yield is 0.270. (2) The reactants are [F:1][C:2]([F:19])([F:18])[C:3]1[CH:8]=[CH:7][C:6]([P:9]2[C:15]3[CH2:16][CH2:17][C:10]2=[CH:11][CH:12]=[CH:13][CH:14]=3)=[CH:5][CH:4]=1.[OH:20]O.O. The catalyst is C(Cl)(Cl)Cl. The product is [F:19][C:2]([F:1])([F:18])[C:3]1[CH:4]=[CH:5][C:6]([P:9]2(=[O:20])[C:15]3[CH2:16][CH2:17][C:10]2=[CH:11][CH:12]=[CH:13][CH:14]=3)=[CH:7][CH:8]=1. The yield is 0.260. (3) The reactants are [CH2:1]([N:8]1[CH:13]2[CH2:14][CH2:15][CH:9]1[CH2:10][C:11](=[O:16])[CH2:12]2)[C:2]1[CH:7]=[CH:6][CH:5]=[CH:4][CH:3]=1.[Li].C[Si]([N-][Si](C)(C)C)(C)C.[C:27]1([CH3:47])[CH:32]=[CH:31][C:30]([S:33](O[S:33]([C:30]2[CH:31]=[CH:32][C:27]([CH3:47])=[CH:28][CH:29]=2)(=[O:35])=[O:34])(=[O:35])=[O:34])=[CH:29][CH:28]=1.[OH-].[Na+]. The catalyst is C1COCC1.CCCCCC.CCOC(C)=O. The product is [CH2:1]([N:8]1[CH:9]2[CH2:15][CH2:14][CH:13]1[CH:12]=[C:11]([O:16][S:33]([C:30]1[CH:31]=[CH:32][C:27]([CH3:47])=[CH:28][CH:29]=1)(=[O:35])=[O:34])[CH2:10]2)[C:2]1[CH:3]=[CH:4][CH:5]=[CH:6][CH:7]=1. The yield is 0.860. (4) The reactants are [CH3:1][O:2][C:3](=[O:15])[C:4]1[C:9](Cl)=[C:8]([C:11]([O:13][CH3:14])=[O:12])[CH:7]=[N:6][CH:5]=1.[CH3:16][O-:17].[Na+]. The catalyst is C1COCC1.CO. The product is [CH3:1][O:2][C:3](=[O:15])[C:4]1[C:9]([O:17][CH3:16])=[C:8]([C:11]([O:13][CH3:14])=[O:12])[CH:7]=[N:6][CH:5]=1. The yield is 1.00. (5) The reactants are C1(C)C=CC=CC=1.N1CCCCC1.[S:14]1[CH2:18][C:17](=[O:19])[NH:16][C:15]1=[O:20].[Cl:21][C:22]1[CH:29]=[CH:28][C:25]([CH:26]=O)=[CH:24][C:23]=1[C:30]1[C:39]([CH3:40])=[CH:38][C:37]2[C:36]([CH3:42])([CH3:41])[CH2:35][CH2:34][C:33]([CH3:44])([CH3:43])[C:32]=2[CH:31]=1. The catalyst is O.C(O)(=O)C. The product is [Cl:21][C:22]1[CH:29]=[CH:28][C:25]([CH:26]=[C:18]2[S:14][C:15](=[O:20])[NH:16][C:17]2=[O:19])=[CH:24][C:23]=1[C:30]1[C:39]([CH3:40])=[CH:38][C:37]2[C:36]([CH3:42])([CH3:41])[CH2:35][CH2:34][C:33]([CH3:44])([CH3:43])[C:32]=2[CH:31]=1. The yield is 0.700. (6) The reactants are C(OP([CH2:9][C:10]#[N:11])(=O)OCC)C.C[Si]([N-][Si](C)(C)C)(C)C.[Li+].[O:22]1[C:27]2[CH:28]=[CH:29][C:30]([C:32]([C:34]3[CH:39]=[C:38]([O:40][CH3:41])[CH:37]=[C:36]([O:42][CH3:43])[CH:35]=3)=O)=[CH:31][C:26]=2[O:25][CH2:24][CH2:23]1. The catalyst is C1COCC1. The product is [O:22]1[C:27]2[CH:28]=[CH:29][C:30]([C:32]([C:34]3[CH:39]=[C:38]([O:40][CH3:41])[CH:37]=[C:36]([O:42][CH3:43])[CH:35]=3)=[CH:9][C:10]#[N:11])=[CH:31][C:26]=2[O:25][CH2:24][CH2:23]1. The yield is 0.880.